From a dataset of Cav3 T-type calcium channel HTS with 100,875 compounds. Binary Classification. Given a drug SMILES string, predict its activity (active/inactive) in a high-throughput screening assay against a specified biological target. (1) The drug is o1nc(nc1CCC(=O)Nc1ncc(cc1)C)c1ccc(cc1)C. The result is 0 (inactive). (2) The result is 0 (inactive). The drug is O(c1c2c3c(c(OC)c1OC)ccnc3C(=O)c1c2cc(OC)c(OC)c1)C. (3) The result is 0 (inactive). The molecule is O=C(NCc1ccccc1)c1c(NC(=O)/C=C\C(O)=O)cccc1. (4) The drug is FC(F)(F)c1cc(C(=O)Nc2n(c(=O)n(c(=O)c2)C)C)ccc1. The result is 0 (inactive). (5) The molecule is O1C(CCC1)CNC(=O)CN(c1cc(cc(c1)C)C)C(=O)CN1c2c(OCC1=O)cccc2. The result is 0 (inactive). (6) The drug is O=C(Nc1ccc(cc1)C#N)Nc1nc(ccc1)C. The result is 0 (inactive).